From a dataset of Forward reaction prediction with 1.9M reactions from USPTO patents (1976-2016). Predict the product of the given reaction. (1) Given the reactants Cl[C:2]1[C:3]2[C:7]([CH:8]=[CH:9][CH:10]=1)=[N:6][N:5]1[C:11]([CH:16]3[CH2:21][CH2:20][N:19]([C:22]([O:24][C:25]([CH3:28])([CH3:27])[CH3:26])=[O:23])[CH2:18][CH2:17]3)=[CH:12][C:13](=[O:15])[NH:14][C:4]=21.[CH:29]1(P([CH:29]2[CH2:34]CC[CH2:31][CH2:30]2)C2C=CC=CC=2C2C(N(C)C)=CC=CC=2N(C)C)[CH2:34]CC[CH2:31][CH2:30]1.[Cl-].[Li+].[Br-].C([Zn+])(C)C, predict the reaction product. The product is: [CH:29]([C:2]1[C:3]2[C:7]([CH:8]=[CH:9][CH:10]=1)=[N:6][N:5]1[C:11]([CH:16]3[CH2:17][CH2:18][N:19]([C:22]([O:24][C:25]([CH3:28])([CH3:26])[CH3:27])=[O:23])[CH2:20][CH2:21]3)=[CH:12][C:13](=[O:15])[NH:14][C:4]=21)([CH2:30][CH3:31])[CH3:34]. (2) Given the reactants C(O[C:6]([N:8]1[CH2:12][CH2:11][CH2:10][CH:9]1[C:13]1[N:14](COCC[Si](C)(C)C)[C:15]([C:18]#[CH:19])=[CH:16][N:17]=1)=[O:7])(C)(C)C.Cl.[CH3:29][O:30][C:31]([NH:33][CH:34]([CH:38]([CH3:40])[CH3:39])C(O)=O)=[O:32].CN(C(ON1N=NC2C=CC=NC1=2)=[N+](C)C)C.F[P-](F)(F)(F)(F)F.CCN(C(C)C)C(C)C.FC(F)(F)C(O)=O.C(=O)(O)[O-].[Na+], predict the reaction product. The product is: [CH3:29][O:30][C:31](=[O:32])[NH:33][CH:34]([C:6]([N:8]1[CH2:12][CH2:11][CH2:10][CH:9]1[C:13]1[NH:14][C:15]([C:18]#[CH:19])=[CH:16][N:17]=1)=[O:7])[CH:38]([CH3:40])[CH3:39].